This data is from Reaction yield outcomes from USPTO patents with 853,638 reactions. The task is: Predict the reaction yield, written as a fraction of the theoretical maximum amount of product (1.0 means a 100% yield; for example, 0.34 means a 34% yield). (1) The reactants are [NH2:1][C:2]1[C:3]2[N:4]([C:8]([C@@H:26]3[CH2:30][CH2:29][CH2:28][NH:27]3)=[N:9][C:10]=2[C:11]2[CH:25]=[CH:24][C:14]([C:15]([NH:17][C:18]3[CH:23]=[CH:22][CH:21]=[CH:20][N:19]=3)=[O:16])=[CH:13][CH:12]=2)[CH:5]=[CH:6][N:7]=1.[C:31]([S:34][CH2:35][C:36](ON1C(=O)CCC1=O)=[O:37])(=[O:33])[CH3:32]. No catalyst specified. The product is [C:31](=[O:33])([S:34][CH2:35][C:36]([N:27]1[CH2:28][CH2:29][CH2:30][C@H:26]1[C:8]1[N:4]2[CH:5]=[CH:6][N:7]=[C:2]([NH2:1])[C:3]2=[C:10]([C:11]2[CH:25]=[CH:24][C:14]([C:15](=[O:16])[NH:17][C:18]3[CH:23]=[CH:22][CH:21]=[CH:20][N:19]=3)=[CH:13][CH:12]=2)[N:9]=1)=[O:37])[CH3:32]. The yield is 0.318. (2) The reactants are [C:1]([O:5][C:6](=[O:20])[NH:7][CH2:8][C:9](=O)[CH2:10][NH:11][C:12]([O:14][C:15]([CH3:18])([CH3:17])[CH3:16])=[O:13])([CH3:4])([CH3:3])[CH3:2].[C:21]([CH:26]=P(C1C=CC=CC=1)(C1C=CC=CC=1)C1C=CC=CC=1)([O:23][CH2:24][CH3:25])=[O:22]. The catalyst is C1C=CC=CC=1. The product is [CH2:24]([O:23][C:21](=[O:22])[CH:26]=[C:9]([CH2:10][NH:11][C:12]([O:14][C:15]([CH3:18])([CH3:17])[CH3:16])=[O:13])[CH2:8][NH:7][C:6]([O:5][C:1]([CH3:4])([CH3:3])[CH3:2])=[O:20])[CH3:25]. The yield is 0.750. (3) The reactants are Cl[C:2]1[N:3]=[CH:4][C:5]2[CH:10]=[C:9]([C:11]([N:13]([CH3:15])[CH3:14])=[O:12])[N:8]([CH:16]3[CH2:21][CH2:20][CH2:19][O:18][CH2:17]3)[C:6]=2[N:7]=1.[NH2:22][C:23]1[CH:45]=[CH:44][C:26]([C:27]([N:29]2[CH2:35][CH:34]3[N:36]([C:37]([O:39][C:40]([CH3:43])([CH3:42])[CH3:41])=[O:38])[CH:31]([CH2:32][CH2:33]3)[CH2:30]2)=[O:28])=[CH:25][N:24]=1. No catalyst specified. The product is [CH3:14][N:13]([CH3:15])[C:11]([C:9]1[N:8]([CH:16]2[CH2:21][CH2:20][CH2:19][O:18][CH2:17]2)[C:6]2[N:7]=[C:2]([NH:22][C:23]3[CH:45]=[CH:44][C:26]([C:27]([N:29]4[CH2:30][CH:31]5[N:36]([C:37]([O:39][C:40]([CH3:41])([CH3:42])[CH3:43])=[O:38])[CH:34]([CH2:33][CH2:32]5)[CH2:35]4)=[O:28])=[CH:25][N:24]=3)[N:3]=[CH:4][C:5]=2[CH:10]=1)=[O:12]. The yield is 0.250. (4) The reactants are CCC([O-])(C)C.[K+].[N:8]1[CH:13]=[CH:12][C:11]([C:14]([O:16]CC)=O)=[N:10][CH:9]=1.Cl.[C:20]([O:23][CH2:24][CH3:25])(=[O:22])[CH3:21]. The catalyst is C1(C)C=CC=CC=1.O. The product is [O:16]=[C:14]([C:11]1[CH:12]=[CH:13][N:8]=[CH:9][N:10]=1)[CH2:21][C:20]([O:23][CH2:24][CH3:25])=[O:22]. The yield is 0.760. (5) The reactants are C(OC([N:6]1[C:34]2[C:29](=[CH:30][CH:31]=[C:32]([Cl:35])[CH:33]=2)[C:8]2([CH:13]([C:14]3[CH:19]=[CH:18][CH:17]=[C:16]([Cl:20])[CH:15]=3)[CH2:12][C:11](=[O:21])[NH:10][CH:9]2[C:22]2[CH:27]=[CH:26][CH:25]=[CH:24][C:23]=2[Br:28])[C:7]1=[O:36])=O)C.[OH-].[Na+].CO. No catalyst specified. The product is [Br:28][C:23]1[CH:24]=[CH:25][CH:26]=[CH:27][C:22]=1[CH:9]1[C:8]2([C:29]3[C:34](=[CH:33][C:32]([Cl:35])=[CH:31][CH:30]=3)[NH:6][C:7]2=[O:36])[CH:13]([C:14]2[CH:19]=[CH:18][CH:17]=[C:16]([Cl:20])[CH:15]=2)[CH2:12][C:11](=[O:21])[NH:10]1. The yield is 0.640.